Dataset: Full USPTO retrosynthesis dataset with 1.9M reactions from patents (1976-2016). Task: Predict the reactants needed to synthesize the given product. (1) Given the product [Cl:14][C:9]1[CH:8]=[C:7]([NH:6][CH2:5][C:4]([OH:15])=[O:3])[CH:12]=[CH:11][C:10]=1[Cl:13], predict the reactants needed to synthesize it. The reactants are: C([O:3][C:4](=[O:15])[CH2:5][NH:6][C:7]1[CH:12]=[CH:11][C:10]([Cl:13])=[C:9]([Cl:14])[CH:8]=1)C. (2) Given the product [F:1][C:2]1[CH:7]=[C:6]([I:8])[CH:5]=[CH:4][C:3]=1[NH:9][C:10]1[N:15]([CH3:16])[C:14](=[O:17])[C:13]2[N:18]=[CH:19][S:20][C:12]=2[C:11]=1[C:21]([OH:23])=[O:22], predict the reactants needed to synthesize it. The reactants are: [F:1][C:2]1[CH:7]=[C:6]([I:8])[CH:5]=[CH:4][C:3]=1[NH:9][C:10]1[N:15]([CH3:16])[C:14](=[O:17])[C:13]2[N:18]=[CH:19][S:20][C:12]=2[C:11]=1[C:21]([O:23]C)=[O:22].CO.O.C([O-])([O-])=O.[K+].[K+]. (3) Given the product [CH3:19][C:2](=[CH2:1])[C:3]([O:5][CH2:6][CH2:7][NH:8][C:9]([O:11][CH2:12][CH2:13][O:14][C:15](=[O:18])[CH2:16][CH2:17][N:22]1[CH2:23][CH:21]1[CH3:20])=[O:10])=[O:4], predict the reactants needed to synthesize it. The reactants are: [CH3:1][C:2](=[CH2:19])[C:3]([O:5][CH2:6][CH2:7][NH:8][C:9]([O:11][CH2:12][CH2:13][O:14][C:15](=[O:18])[CH:16]=[CH2:17])=[O:10])=[O:4].[CH3:20][CH:21]1[CH2:23][NH:22]1. (4) Given the product [CH2:8]([O:7][C:5]([CH:4]1[CH2:3][CH2:2][N:1]([C:17]([O:16][C:12]([CH3:15])([CH3:14])[CH3:13])=[O:18])[CH2:11][CH2:10]1)=[O:6])[CH3:9], predict the reactants needed to synthesize it. The reactants are: [NH:1]1[CH2:11][CH2:10][CH:4]([C:5]([O:7][CH2:8][CH3:9])=[O:6])[CH2:3][CH2:2]1.[C:12]([O:16][C:17](O[C:17]([O:16][C:12]([CH3:15])([CH3:14])[CH3:13])=[O:18])=[O:18])([CH3:15])([CH3:14])[CH3:13]. (5) Given the product [CH2:1]([O:5][CH2:6][CH2:7][O:8][C:9]1[CH:10]=[CH:11][C:12]([C:15]2[CH:16]=[CH:17][C:18]3[N:24]([C:45]4[O:44][CH:48]=[CH:47][CH:46]=4)[CH2:23][CH2:22][C:21]([C:25]([NH:27][C:28]4[CH:29]=[CH:30][C:31]([C@H:34]([OH:42])[C:35]5[CH:40]=[CH:39][CH:38]=[CH:37][N+:36]=5[O-:41])=[CH:32][CH:33]=4)=[O:26])=[CH:20][C:19]=3[CH:43]=2)=[CH:13][CH:14]=1)[CH2:2][CH2:3][CH3:4], predict the reactants needed to synthesize it. The reactants are: [CH2:1]([O:5][CH2:6][CH2:7][O:8][C:9]1[CH:14]=[CH:13][C:12]([C:15]2[CH:16]=[CH:17][C:18]3[NH:24][CH2:23][CH2:22][C:21]([C:25]([NH:27][C:28]4[CH:33]=[CH:32][C:31]([C@H:34]([OH:42])[C:35]5[CH:40]=[CH:39][CH:38]=[CH:37][N+:36]=5[O-:41])=[CH:30][CH:29]=4)=[O:26])=[CH:20][C:19]=3[CH:43]=2)=[CH:11][CH:10]=1)[CH2:2][CH2:3][CH3:4].[O:44]1[CH:48]=[CH:47][CH:46]=[C:45]1C=O.C(O[BH-](OC(=O)C)OC(=O)C)(=O)C.[Na+].C(O)(=O)C. (6) Given the product [Br:1][C:2]1[C:10]2[O:9][CH:8]([CH3:11])[CH2:7][C:6]=2[C:5]([Cl:12])=[C:4]([CH2:13][C:15]2[CH:16]=[CH:17][C:18]([O:21][CH2:22][CH3:23])=[CH:19][CH:20]=2)[CH:3]=1, predict the reactants needed to synthesize it. The reactants are: [Br:1][C:2]1[C:10]2[O:9][CH:8]([CH3:11])[CH2:7][C:6]=2[C:5]([Cl:12])=[C:4]([C:13]([C:15]2[CH:20]=[CH:19][C:18]([O:21][CH2:22][CH3:23])=[CH:17][CH:16]=2)=O)[CH:3]=1.C([SiH](CC)CC)C.B(F)(F)F.CCOCC.C([O-])([O-])=O.[K+].[K+]. (7) Given the product [Cl:16][C:11]1[CH:10]=[C:9]([C@@H:8]2[O:7][CH2:6][CH2:5][N:4]([C:17]([O:19][C:20]([CH3:23])([CH3:22])[CH3:21])=[O:18])[CH2:3][C@H:2]2[NH:1][CH3:24])[CH:14]=[CH:13][C:12]=1[Cl:15], predict the reactants needed to synthesize it. The reactants are: [NH2:1][C@H:2]1[C@H:8]([C:9]2[CH:14]=[CH:13][C:12]([Cl:15])=[C:11]([Cl:16])[CH:10]=2)[O:7][CH2:6][CH2:5][N:4]([C:17]([O:19][C:20]([CH3:23])([CH3:22])[CH3:21])=[O:18])[CH2:3]1.[CH3:24]I. (8) The reactants are: Cl.[Cl:2][C:3]1[CH:8]=[CH:7][C:6]([CH:9]2[CH2:14][CH2:13][CH2:12][N:11]([C:15]([C:17]3[C:18]([NH:23]C(=O)OC(C)(C)C)=[N:19][N:20]([CH3:22])[CH:21]=3)=[O:16])[CH2:10]2)=[C:5]([C:31]([F:34])([F:33])[F:32])[CH:4]=1. Given the product [Cl:2][C:3]1[CH:8]=[CH:7][C:6]([CH:9]2[CH2:14][CH2:13][CH2:12][N:11]([C:15]([C:17]3[C:18]([NH2:23])=[N:19][N:20]([CH3:22])[CH:21]=3)=[O:16])[CH2:10]2)=[C:5]([C:31]([F:34])([F:32])[F:33])[CH:4]=1, predict the reactants needed to synthesize it. (9) Given the product [NH:1]1[CH:5]=[CH:4][N:3]=[C:2]1[CH2:6][N:7]([CH2:14][C:15]1[CH:16]=[CH:17][C:18]([CH2:19][N:20]2[C@H:24]([C:25]([OH:27])=[O:26])[CH2:23][C:22]3([CH2:34][CH2:33][N:32]([CH:35]([CH2:36][CH3:37])[CH2:38][CH3:39])[CH2:31][CH2:30]3)[CH2:21]2)=[CH:40][CH:41]=1)[CH2:8][C:9]1[NH:13][CH:12]=[CH:11][N:10]=1.[NH:1]1[CH:5]=[CH:4][N:3]=[C:2]1[CH2:6][N:7]([CH2:14][C:15]1[CH:16]=[CH:17][C:18]([CH2:19][N:20]2[C@H:24]([C:25]([OH:27])=[O:26])[CH2:23][C:22]3([CH2:34][CH2:33][N:32]([CH:35]([CH2:36][CH3:37])[CH2:38][CH3:39])[CH2:31][CH2:30]3)[CH2:21]2)=[CH:40][CH:41]=1)[CH2:8][C:9]1[NH:13][CH:12]=[CH:11][N:10]=1.[Ca:46], predict the reactants needed to synthesize it. The reactants are: [NH:1]1[CH:5]=[CH:4][N:3]=[C:2]1[CH2:6][N:7]([CH2:14][C:15]1[CH:41]=[CH:40][C:18]([CH2:19][N:20]2[C@H:24]([C:25]([O:27]CC)=[O:26])[CH2:23][C:22]3([CH2:34][CH2:33][N:32]([CH:35]([CH2:38][CH3:39])[CH2:36][CH3:37])[CH2:31][CH2:30]3)[CH2:21]2)=[CH:17][CH:16]=1)[CH2:8][C:9]1[NH:10][CH:11]=[CH:12][N:13]=1.[OH-].[Na+].Cl.[Cl-].[Ca+2:46].[Cl-].